Dataset: Full USPTO retrosynthesis dataset with 1.9M reactions from patents (1976-2016). Task: Predict the reactants needed to synthesize the given product. The reactants are: [CH2:1]([C:8]1[C:17]([O:18]C)=[CH:16][CH:15]=[C:14]2[C:9]=1[C:10](=[O:27])[N:11]([CH2:22][CH2:23][CH2:24][CH2:25][OH:26])[C:12](=[O:21])[N:13]2[CH3:20])[C:2]1[CH:7]=[CH:6][CH:5]=[CH:4][CH:3]=1.B(Br)(Br)Br.C([O-])([O-])=O.[Na+].[Na+]. Given the product [CH2:1]([C:8]1[C:17]([OH:18])=[CH:16][CH:15]=[C:14]2[C:9]=1[C:10](=[O:27])[N:11]([CH2:22][CH2:23][CH2:24][CH2:25][OH:26])[C:12](=[O:21])[N:13]2[CH3:20])[C:2]1[CH:7]=[CH:6][CH:5]=[CH:4][CH:3]=1, predict the reactants needed to synthesize it.